From a dataset of hERG potassium channel inhibition data for cardiac toxicity prediction from Karim et al.. Regression/Classification. Given a drug SMILES string, predict its toxicity properties. Task type varies by dataset: regression for continuous values (e.g., LD50, hERG inhibition percentage) or binary classification for toxic/non-toxic outcomes (e.g., AMES mutagenicity, cardiotoxicity, hepatotoxicity). Dataset: herg_karim. (1) The compound is CN(C)c1ccc(/C=C/c2c(F)cccc2F)cc1. The result is 0 (non-blocker). (2) The drug is C[C@@H]1NC(c2cc(C(N)=O)ccn2)=N[C@@]1(c1ccc(F)cc1)c1ccc(F)nc1. The result is 0 (non-blocker). (3) The compound is N#Cc1c(O)[nH]c2scc(-c3ccc(-c4ccccc4O)cc3)c2c1=O. The result is 0 (non-blocker). (4) The molecule is COC(=O)C1=C(C)NC(C)=C(C(=O)OC)C1c1ccccc1[N+](=O)[O-]. The result is 0 (non-blocker). (5) The compound is COc1ccc2ncc(=O)n(CCN3CCC(NCc4cc5c(cn4)OCCO5)C(O)C3)c2c1. The result is 0 (non-blocker). (6) The compound is Cc1nc(-c2ccccc2)nc(OCCCN2CCCC2)c1Cl. The result is 1 (blocker). (7) The result is 1 (blocker). The compound is Cc1ncoc1-c1nnc(SCCCN2C[C@H]3C[C@@]3(c3ccccc3)C2)n1C.